Dataset: Reaction yield outcomes from USPTO patents with 853,638 reactions. Task: Predict the reaction yield, written as a fraction of the theoretical maximum amount of product (1.0 means a 100% yield; for example, 0.34 means a 34% yield). The catalyst is C(OCC)(=O)C. The yield is 0.950. The reactants are [CH2:1]([O:8][C:9]1[CH:14]=[CH:13][N:12]=[CH:11][C:10]=1[C:15]1(O)[C:23]2[C:18](=[CH:19][CH:20]=[CH:21][CH:22]=2)[N:17]([CH2:24][CH2:25][CH2:26][CH2:27][CH3:28])[C:16]1=[O:29])[C:2]1[CH:7]=[CH:6][CH:5]=[CH:4][CH:3]=1.C([SiH](CC)CC)C.FC(F)(F)C(O)=O. The product is [CH2:1]([O:8][C:9]1[CH:14]=[CH:13][N:12]=[CH:11][C:10]=1[CH:15]1[C:23]2[C:18](=[CH:19][CH:20]=[CH:21][CH:22]=2)[N:17]([CH2:24][CH2:25][CH2:26][CH2:27][CH3:28])[C:16]1=[O:29])[C:2]1[CH:7]=[CH:6][CH:5]=[CH:4][CH:3]=1.